Predict the reaction yield, written as a fraction of the theoretical maximum amount of product (1.0 means a 100% yield; for example, 0.34 means a 34% yield). From a dataset of Reaction yield outcomes from USPTO patents with 853,638 reactions. (1) The reactants are [CH2:1]1[C:9]2[C:4](=[CH:5][C:6]([N:10]3[C:14]([SH:15])=[N:13][N:12]=[C:11]3[C:16]3[C:21]([OH:22])=[CH:20][CH:19]=[C:18]([CH:23]([CH3:25])[CH3:24])[C:17]=3O)=[CH:7][CH:8]=2)[CH2:3][C:2]21[O:30]CCO2.O.CC1C=CC(S(O)(=O)=[O:40])=CC=1. The catalyst is CC(C)=O. The product is [OH:22][C:21]1[CH:20]=[C:19]([OH:40])[C:18]([CH:23]([CH3:24])[CH3:25])=[CH:17][C:16]=1[C:11]1[N:10]([C:6]2[CH:5]=[C:4]3[C:9](=[CH:8][CH:7]=2)[CH2:1][C:2](=[O:30])[CH2:3]3)[C:14]([SH:15])=[N:13][N:12]=1. The yield is 0.690. (2) The reactants are C([O:3][C:4]([C:6]1[C:15](=[O:16])[C:14]2[C:9](=[CH:10][C:11]([CH2:19][C:20]3[CH:25]=[CH:24][CH:23]=[C:22]([Cl:26])[C:21]=3[F:27])=[C:12]([O:17][CH3:18])[N:13]=2)[N:8]([C@H:28]([C:32](C)(C)[O:33][SiH2]C(C)(C)C)[CH:29]([CH3:31])[CH3:30])[CH:7]=1)=[O:5])C.C[O-].[Na+]. The catalyst is CO.O. The product is [Cl:26][C:22]1[C:21]([F:27])=[C:20]([CH:25]=[CH:24][CH:23]=1)[CH2:19][C:11]1[CH:10]=[C:9]2[C:14]([C:15](=[O:16])[C:6]([C:4]([OH:5])=[O:3])=[CH:7][N:8]2[C@H:28]([CH2:32][OH:33])[CH:29]([CH3:31])[CH3:30])=[N:13][C:12]=1[O:17][CH3:18]. The yield is 0.680. (3) The reactants are [NH2:1][C:2]1[C:11]2[C:6](=[C:7](Br)[CH:8]=[CH:9][CH:10]=2)[N:5]=[N:4][C:3]=1[C:13]([NH:15][CH2:16][CH2:17][CH3:18])=[O:14].[CH3:19][O:20][C:21]1[N:26]=[CH:25][C:24](B(O)O)=[CH:23][N:22]=1. No catalyst specified. The product is [NH2:1][C:2]1[C:11]2[C:6](=[C:7]([C:24]3[CH:23]=[N:22][C:21]([O:20][CH3:19])=[N:26][CH:25]=3)[CH:8]=[CH:9][CH:10]=2)[N:5]=[N:4][C:3]=1[C:13]([NH:15][CH2:16][CH2:17][CH3:18])=[O:14]. The yield is 0.770. (4) The reactants are [Br:1][C:2]1[CH:3]=[C:4]([C:19]([OH:21])=O)[CH:5]=[C:6]2[C:11]=1[O:10][C:9]([N:12]1[CH2:17][CH2:16][O:15][CH2:14][CH2:13]1)=[CH:8][C:7]2=[O:18].CCN(C(C)C)C(C)C.[NH:31]1[CH2:36][CH2:35][O:34][CH2:33][CH2:32]1.O. The catalyst is C(Cl)Cl. The product is [Br:1][C:2]1[CH:3]=[C:4]([C:19]([N:31]2[CH2:36][CH2:35][O:34][CH2:33][CH2:32]2)=[O:21])[CH:5]=[C:6]2[C:11]=1[O:10][C:9]([N:12]1[CH2:17][CH2:16][O:15][CH2:14][CH2:13]1)=[CH:8][C:7]2=[O:18]. The yield is 0.790.